This data is from Reaction yield outcomes from USPTO patents with 853,638 reactions. The task is: Predict the reaction yield, written as a fraction of the theoretical maximum amount of product (1.0 means a 100% yield; for example, 0.34 means a 34% yield). (1) The reactants are O[CH2:2][CH2:3][C:4]1[CH:9]=[CH:8][C:7]([O:10][C:11](=[O:20])[N:12]([CH3:19])[C:13]2[CH:18]=[CH:17][CH:16]=[CH:15][CH:14]=2)=[CH:6][CH:5]=1.[C:21]1(=[O:27])[NH:25][C:24](=[O:26])[CH2:23][CH2:22]1. No catalyst specified. The product is [O:26]=[C:24]1[CH2:23][CH2:22][C:21](=[O:27])[N:25]1[CH2:2][CH2:3][C:4]1[CH:9]=[CH:8][C:7]([O:10][C:11](=[O:20])[N:12]([CH3:19])[C:13]2[CH:18]=[CH:17][CH:16]=[CH:15][CH:14]=2)=[CH:6][CH:5]=1. The yield is 0.850. (2) The reactants are C(=O)([O-])[O-].[K+].[K+].[NH:7]1[CH2:12][CH2:11][NH:10][CH2:9][CH2:8]1.[CH3:13][C:14]([C:16]1[CH:21]=[CH:20][C:19](F)=[CH:18][CH:17]=1)=[O:15]. The catalyst is [Br-].C([N+](CCCC)(CCCC)CCCC)CCC.CS(C)=O.O. The product is [N:7]1([C:19]2[CH:20]=[CH:21][C:16]([C:14](=[O:15])[CH3:13])=[CH:17][CH:18]=2)[CH2:12][CH2:11][NH:10][CH2:9][CH2:8]1. The yield is 0.752.